Dataset: Full USPTO retrosynthesis dataset with 1.9M reactions from patents (1976-2016). Task: Predict the reactants needed to synthesize the given product. The reactants are: [NH:1]1[C:5]2[CH:6]=[CH:7][CH:8]=[CH:9][C:4]=2[N:3]=[C:2]1[CH2:10][CH2:11][C:12]1[C:13]([O:30][CH3:31])=[C:14]2[C:18](=[C:19]([F:21])[CH:20]=1)[N:17]([CH2:22][CH3:23])[CH:16]=[C:15]2[CH2:24][C:25]([N:27]([CH3:29])[CH3:28])=O.[H-].[Al+3].[Li+].[H-].[H-].[H-]. Given the product [NH:1]1[C:5]2[CH:6]=[CH:7][CH:8]=[CH:9][C:4]=2[N:3]=[C:2]1[CH2:10][CH2:11][C:12]1[C:13]([O:30][CH3:31])=[C:14]2[C:18](=[C:19]([F:21])[CH:20]=1)[N:17]([CH2:22][CH3:23])[CH:16]=[C:15]2[CH2:24][CH2:25][N:27]([CH3:29])[CH3:28], predict the reactants needed to synthesize it.